Task: Predict the product of the given reaction.. Dataset: Forward reaction prediction with 1.9M reactions from USPTO patents (1976-2016) (1) Given the reactants [S:1]1[CH:5]=[CH:4][CH:3]=[C:2]1B(O)O.Cl[C:10]1[CH:15]=[CH:14][C:13]([C:16]([F:19])([F:18])[F:17])=[CH:12][N:11]=1.C(=O)([O-])[O-].[K+].[K+].O, predict the reaction product. The product is: [S:1]1[CH:5]=[CH:4][CH:3]=[C:2]1[C:10]1[CH:15]=[CH:14][C:13]([C:16]([F:19])([F:18])[F:17])=[CH:12][N:11]=1. (2) Given the reactants [Si:1]([O:8][C:9]1[CH:14]=[CH:13][C:12]([C:15]2[CH:20]=[CH:19][C:18]([CH:21]=O)=[CH:17][C:16]=2[F:23])=[CH:11][CH:10]=1)([C:4]([CH3:7])([CH3:6])[CH3:5])([CH3:3])[CH3:2].Cl.[NH2:25][OH:26], predict the reaction product. The product is: [Si:1]([O:8][C:9]1[CH:14]=[CH:13][C:12]([C:15]2[CH:20]=[CH:19][C:18]([CH:21]=[N:25][OH:26])=[CH:17][C:16]=2[F:23])=[CH:11][CH:10]=1)([C:4]([CH3:7])([CH3:6])[CH3:5])([CH3:3])[CH3:2]. (3) Given the reactants [C:1]([N:4]1[CH2:9][CH2:8][CH:7]([CH2:10][C:11]([NH:13][C:14]2[CH:19]=[C:18](Br)[CH:17]=[CH:16][N:15]=2)=[O:12])[CH2:6][CH2:5]1)(=[O:3])[CH3:2].[CH3:21][C:22]1[CH:27]=[CH:26][C:25](B(O)O)=[CH:24][CH:23]=1, predict the reaction product. The product is: [C:1]([N:4]1[CH2:9][CH2:8][CH:7]([CH2:10][C:11]([NH:13][C:14]2[CH:19]=[C:18]([C:25]3[CH:26]=[CH:27][C:22]([CH3:21])=[CH:23][CH:24]=3)[CH:17]=[CH:16][N:15]=2)=[O:12])[CH2:6][CH2:5]1)(=[O:3])[CH3:2]. (4) Given the reactants [C:1]([O:5][C:6]([N:8]1[CH2:12][CH2:11][C@@H:10]([N:13]2[C:21](=O)[C:20]3[C:15](=[CH:16][CH:17]=[C:18]([Cl:23])[CH:19]=3)[C:14]2=O)[CH2:9]1)=[O:7])([CH3:4])([CH3:3])[CH3:2].[H-].[H-].[H-].[H-].[Li+].[Al+3].[Al+3].[Cl-].[Cl-].[Cl-], predict the reaction product. The product is: [C:1]([O:5][C:6]([N:8]1[CH2:12][CH2:11][C@@H:10]([N:13]2[CH2:21][C:20]3[C:15](=[CH:16][CH:17]=[C:18]([Cl:23])[CH:19]=3)[CH2:14]2)[CH2:9]1)=[O:7])([CH3:4])([CH3:2])[CH3:3]. (5) Given the reactants Cl[CH2:2][CH2:3][O:4][C:5]1[CH:13]=[CH:12][CH:11]=[C:10]2[C:6]=1[CH:7]=[CH:8][NH:9]2.[CH:14]1[C:23]2[C:18](=[CH:19][CH:20]=[CH:21][CH:22]=2)[CH:17]=[CH:16][C:15]=1[C:24]1[CH2:30][CH:29]2[NH:31][CH:26]([CH2:27][CH2:28]2)[CH:25]=1.CS(C)=O, predict the reaction product. The product is: [CH:14]1[C:23]2[C:18](=[CH:19][CH:20]=[CH:21][CH:22]=2)[CH:17]=[CH:16][C:15]=1[C:24]1[CH2:25][CH:26]2[N:31]([CH2:2][CH2:3][O:4][C:5]3[CH:13]=[CH:12][CH:11]=[C:10]4[C:6]=3[CH:7]=[CH:8][NH:9]4)[CH:29]([CH2:28][CH2:27]2)[CH:30]=1. (6) Given the reactants [CH2:1]([C:3]1[N:15]([C@@H:16]2[C:24]3[C:19](=[CH:20][C:21]([C:25]4[CH:30]=[CH:29][CH:28]=[CH:27][C:26]=4[C:31]4[N:35](C(C5C=CC=CC=5)(C5C=CC=CC=5)C5C=CC=CC=5)[N:34]=[N:33][N:32]=4)=[CH:22][CH:23]=3)[CH2:18][CH2:17]2)[C:6]2=[N:7][C:8]([CH2:12][CH2:13][OH:14])=[CH:9][C:10]([CH3:11])=[C:5]2[N:4]=1)[CH3:2], predict the reaction product. The product is: [NH:35]1[C:31]([C:26]2[CH:27]=[CH:28][CH:29]=[CH:30][C:25]=2[C:21]2[CH:20]=[C:19]3[C:24](=[CH:23][CH:22]=2)[C@@H:16]([N:15]2[C:6]4=[N:7][C:8]([CH2:12][CH2:13][OH:14])=[CH:9][C:10]([CH3:11])=[C:5]4[N:4]=[C:3]2[CH2:1][CH3:2])[CH2:17][CH2:18]3)=[N:32][N:33]=[N:34]1. (7) Given the reactants Br[C:2]1[C:3]2[C:8]([CH:9]=[C:10]3[C:15]=1[CH:14]=[CH:13][CH:12]=[CH:11]3)=[CH:7][CH:6]=[CH:5][CH:4]=2.[C:16]1(B(O)O)[C:29]2[S:28][C:27]3[C:22](=[CH:23][CH:24]=[CH:25][CH:26]=3)[S:21][C:20]=2[CH:19]=[CH:18][CH:17]=1.C(=O)([O-])[O-].[K+].[K+], predict the reaction product. The product is: [CH:14]1[C:15]2[C:10](=[CH:9][C:8]3[C:3]([C:2]=2[C:26]2[C:27]4[S:28][C:29]5[C:20](=[CH:19][CH:18]=[CH:17][CH:16]=5)[S:21][C:22]=4[CH:23]=[CH:24][CH:25]=2)=[CH:4][CH:5]=[CH:6][CH:7]=3)[CH:11]=[CH:12][CH:13]=1. (8) The product is: [Br:1][C:2]1[CH:7]=[N:6][C:5]([C:16]#[C:15][C:9]2[CH:14]=[CH:13][CH:12]=[CH:11][CH:10]=2)=[CH:4][N:3]=1. Given the reactants [Br:1][C:2]1[CH:7]=[N:6][C:5](I)=[CH:4][N:3]=1.[C:9]1([C:15]#[CH:16])[CH:14]=[CH:13][CH:12]=[CH:11][CH:10]=1.C(N(CC)CC)C.C1(P(C2C=CC=CC=2)C2C=CC=CC=2)C=CC=CC=1, predict the reaction product. (9) The product is: [CH3:8][O:9][N:10]1[C:15]([CH3:16])([CH3:17])[CH2:14][CH:13]([O:18][CH2:3][CH:5]2[CH2:6][O:7]2)[CH2:12][C:11]1([CH3:20])[CH3:19]. Given the reactants [OH-].[Na+].[CH2:3]([CH:5]1[O:7][CH2:6]1)Cl.[CH3:8][O:9][N:10]1[C:15]([CH3:17])([CH3:16])[CH2:14][CH:13]([OH:18])[CH2:12][C:11]1([CH3:20])[CH3:19], predict the reaction product. (10) Given the reactants [OH:1][C:2]1[CH:3]=[CH:4][C:5]2OCC(=O)N[C:6]=2[CH:12]=1.C([C:16]1[CH:17]=[CH:18][C:19]2[O:24][CH2:23][C:22](=[O:25])[NH:21][C:20]=2[CH:26]=1)(=O)C.[H-].[Na+].CC1C=CC(S([O:39][CH:40]2[CH2:45][CH2:44][N:43]([C:46]([O:48][C:49]([CH3:52])([CH3:51])[CH3:50])=[O:47])[CH2:42][CH2:41]2)(=O)=O)=CC=1, predict the reaction product. The product is: [C:2]1([OH:1])[CH:3]=[CH:4][CH:5]=[CH:6][CH:12]=1.[C:49]([O:48][C:46]([N:43]1[CH2:44][CH2:45][CH:40]([O:39][C:16]2[CH:17]=[CH:18][C:19]3[O:24][CH2:23][C:22](=[O:25])[NH:21][C:20]=3[CH:26]=2)[CH2:41][CH2:42]1)=[O:47])([CH3:52])([CH3:50])[CH3:51].